From a dataset of Full USPTO retrosynthesis dataset with 1.9M reactions from patents (1976-2016). Predict the reactants needed to synthesize the given product. (1) Given the product [Br:29][C:28]1[C:21]([NH:20][C:9]2[CH2:10][N:6]([CH2:5][C:4]3[CH:14]=[C:15]([O:18][CH3:19])[CH:16]=[CH:17][C:3]=3[O:2][CH3:1])[C:7](=[O:13])[CH:8]=2)=[C:22]([CH:25]=[CH:26][CH:27]=1)[C:23]#[N:24], predict the reactants needed to synthesize it. The reactants are: [CH3:1][O:2][C:3]1[CH:17]=[CH:16][C:15]([O:18][CH3:19])=[CH:14][C:4]=1[CH2:5][N:6]1[CH2:10][C:9](OC)=[CH:8][C:7]1=[O:13].[NH2:20][C:21]1[C:28]([Br:29])=[CH:27][CH:26]=[CH:25][C:22]=1[C:23]#[N:24]. (2) Given the product [F:1][C:2]1[CH:3]=[CH:4][C:5]([CH:8]([NH:9][C:10](=[O:17])[C:11]2[CH:12]=[CH:13][CH:14]=[CH:15][CH:16]=2)[C:38](=[O:39])[C:36]2[CH:35]=[CH:34][N:33]=[C:32]([S:31][CH2:28][CH2:29][CH3:30])[N:37]=2)=[CH:6][CH:7]=1, predict the reactants needed to synthesize it. The reactants are: [F:1][C:2]1[CH:7]=[CH:6][C:5]([CH:8](S(C2C=CC(C)=CC=2)(=O)=O)[NH:9][C:10](=[O:17])[C:11]2[CH:16]=[CH:15][CH:14]=[CH:13][CH:12]=2)=[CH:4][CH:3]=1.[CH2:28]([S:31][C:32]1[N:37]=[C:36]([CH:38]=[O:39])[CH:35]=[CH:34][N:33]=1)[CH2:29][CH3:30].